From a dataset of Forward reaction prediction with 1.9M reactions from USPTO patents (1976-2016). Predict the product of the given reaction. (1) Given the reactants F[C:2]1[CH:7]=[CH:6][C:5]([N+:8]([O-:10])=[O:9])=[C:4]([O:11][CH3:12])[C:3]=1[F:13].[N:14]1([C:20](=[O:22])[CH3:21])[CH2:19][CH2:18][NH:17][CH2:16][CH2:15]1.C(=O)([O-])[O-].[Cs+].[Cs+], predict the reaction product. The product is: [F:13][C:3]1[C:4]([O:11][CH3:12])=[C:5]([N+:8]([O-:10])=[O:9])[CH:6]=[CH:7][C:2]=1[N:17]1[CH2:18][CH2:19][N:14]([C:20](=[O:22])[CH3:21])[CH2:15][CH2:16]1. (2) Given the reactants I[C:2]1[N:7]=[N:6][C:5]2[NH:8][CH:9]=[CH:10][C:4]=2[CH:3]=1.[CH2:11]([N:15]1[CH:19]=[C:18]([C:20]([O:22][CH3:23])=[O:21])[N:17]=[N:16]1)[CH2:12][C:13]#[CH:14].CCN(CC)CC, predict the reaction product. The product is: [N:6]1[C:5]2[NH:8][CH:9]=[CH:10][C:4]=2[CH:3]=[C:2]([C:14]#[C:13][CH2:12][CH2:11][N:15]2[CH:19]=[C:18]([C:20]([O:22][CH3:23])=[O:21])[N:17]=[N:16]2)[N:7]=1. (3) Given the reactants [CH3:1][N:2]([CH3:23])[CH2:3][CH2:4][NH:5][C:6]([C:8]1([CH3:22])[CH2:17][CH2:16][C:15]2[C:10](=[C:11]([CH3:21])[C:12]([CH3:20])=[C:13]([OH:19])[C:14]=2[CH3:18])[O:9]1)=[O:7].[O:24]=[N+]([O-])[O-].[O-][N+](=O)[O-].[O-][N+](=O)[O-].[O-][N+](=O)[O-].[O-][N+](=O)[O-].[O-][N+](=O)[O-].[Ce+4].[NH4+].[NH4+].C([O-])(O)=O.[Na+], predict the reaction product. The product is: [CH3:1][N:2]([CH3:23])[CH2:3][CH2:4][NH:5][C:6](=[O:7])[C:8]([OH:24])([CH3:22])[CH2:17][CH2:16][C:15]1[C:10](=[O:9])[C:11]([CH3:21])=[C:12]([CH3:20])[C:13](=[O:19])[C:14]=1[CH3:18]. (4) Given the reactants CN(C(ON1N=NC2C=CC=NC1=2)=[N+](C)C)C.F[P-](F)(F)(F)(F)F.[C:25]([O:29][C:30](=[O:39])[NH:31][C:32]1[CH:37]=[CH:36][CH:35]=[CH:34][C:33]=1[NH2:38])([CH3:28])([CH3:27])[CH3:26].[CH3:40][O:41][C:42]([C:44]1[CH:45]=[CH:46][C:47]([C:50](O)=[O:51])=[N:48][CH:49]=1)=[O:43].CN1CCOCC1, predict the reaction product. The product is: [C:25]([O:29][C:30]([NH:31][C:32]1[CH:37]=[CH:36][CH:35]=[CH:34][C:33]=1[NH:38][C:50]([C:47]1[CH:46]=[CH:45][C:44]([C:42]([O:41][CH3:40])=[O:43])=[CH:49][N:48]=1)=[O:51])=[O:39])([CH3:28])([CH3:26])[CH3:27]. (5) Given the reactants C(O[C:4](=[O:31])[CH2:5][O:6][C:7]1[CH:12]=[CH:11][C:10]([C:13]([C:18]2[CH:28]=[CH:27][C:21]([O:22][CH2:23][C:24]([OH:26])=[O:25])=[C:20]([CH3:29])[CH:19]=2)([CH2:16][CH3:17])[CH2:14][CH3:15])=[CH:9][C:8]=1[CH3:30])C.[CH3:32][CH2:33][Mg+].[Br-].O[C:37](C)(C)[CH2:38]OC1C=CC(C(C2C=CC(OCC(O)=O)=C(C)C=2)(CC)CC)=CC=1C, predict the reaction product. The product is: [CH2:37]([C:4]([OH:31])([CH2:33][CH3:32])[CH2:5][O:6][C:7]1[CH:12]=[CH:11][C:10]([C:13]([C:18]2[CH:28]=[CH:27][C:21]([O:22][CH2:23][C:24]([OH:26])=[O:25])=[C:20]([CH3:29])[CH:19]=2)([CH2:16][CH3:17])[CH2:14][CH3:15])=[CH:9][C:8]=1[CH3:30])[CH3:38]. (6) Given the reactants [CH3:1][C:2]1[C:6]([CH2:7][N:8]2[CH:12]=[C:11]([NH:13][C:14](=[O:25])[C:15]3[CH:20]=[C:19]([O:21][CH3:22])[C:18](O)=[C:17](O)[CH:16]=3)[CH:10]=[N:9]2)=[C:5]([CH3:26])[O:4][N:3]=1.[C:27](=[O:30])([O-])[O-:28].[Cs+].[Cs+].Br[CH:34](Br)C, predict the reaction product. The product is: [CH3:1][C:2]1[C:6]([CH2:7][N:8]2[CH:12]=[C:11]([NH:13][C:14]([C:15]3[CH:20]=[C:19]([O:21][CH3:22])[C:18]4[O:28][CH:27]([CH3:34])[O:30][C:17]=4[CH:16]=3)=[O:25])[CH:10]=[N:9]2)=[C:5]([CH3:26])[O:4][N:3]=1. (7) Given the reactants [CH2:1]([O:3][C:4]([CH:6]1[CH2:14][C:13]2[C:8](=[CH:9][CH:10]=[C:11]([Sn](CCCC)(CCCC)CCCC)[CH:12]=2)[CH2:7]1)=[O:5])[CH3:2].Br[C:29]1[N:30]=[C:31]([N:39]2[CH2:44][CH2:43][N:42]([CH2:45][CH3:46])[CH2:41][CH2:40]2)[C:32]2[C:37]([CH:38]=1)=[CH:36][CH:35]=[CH:34][CH:33]=2, predict the reaction product. The product is: [CH2:45]([N:42]1[CH2:41][CH2:40][N:39]([C:31]2[C:32]3[C:37](=[CH:36][CH:35]=[CH:34][CH:33]=3)[CH:38]=[C:29]([C:11]3[CH:12]=[C:13]4[C:8](=[CH:9][CH:10]=3)[CH2:7][CH:6]([C:4]([O:3][CH2:1][CH3:2])=[O:5])[CH2:14]4)[N:30]=2)[CH2:44][CH2:43]1)[CH3:46].